From a dataset of Peptide-MHC class II binding affinity with 134,281 pairs from IEDB. Regression. Given a peptide amino acid sequence and an MHC pseudo amino acid sequence, predict their binding affinity value. This is MHC class II binding data. (1) The peptide sequence is GMFTNRSGSQ. The MHC is DRB1_1302 with pseudo-sequence DRB1_1302. The binding affinity (normalized) is 0.415. (2) The peptide sequence is ALTGAMRVTKDTNDN. The MHC is DRB1_1302 with pseudo-sequence DRB1_1302. The binding affinity (normalized) is 0.142. (3) The peptide sequence is VSFGVWIRTPPAYRPPNAPI. The MHC is DRB1_0405 with pseudo-sequence DRB1_0405. The binding affinity (normalized) is 0.502. (4) The peptide sequence is WVFSSVQPPKVPILL. The MHC is DRB1_0404 with pseudo-sequence DRB1_0404. The binding affinity (normalized) is 0.376. (5) The MHC is DRB1_0401 with pseudo-sequence DRB1_0401. The binding affinity (normalized) is 0.511. The peptide sequence is GELQIVDKIDAAIKI.